From a dataset of Catalyst prediction with 721,799 reactions and 888 catalyst types from USPTO. Predict which catalyst facilitates the given reaction. (1) Reactant: [CH3:1][CH:2]([O:4][C:5](=[O:29])[NH:6][C@H:7]1[C:16]2[C:11](=[CH:12][CH:13]=[C:14]([C:17]3[CH:22]=[CH:21][C:20]([CH:23]=O)=[CH:19][CH:18]=3)[CH:15]=2)[N:10]([C:25](=[O:27])[CH3:26])[C@@H:9]([CH3:28])[CH2:8]1)[CH3:3].C(O)(=O)C.[NH:34]1[CH2:39][CH2:38][CH2:37][CH2:36][CH2:35]1.C(O[BH-](OC(=O)C)OC(=O)C)(=O)C.[Na+]. Product: [NH3:6].[C:25]([N:10]1[C:11]2[C:16](=[CH:15][C:14]([C:17]3[CH:18]=[CH:19][C:20]([CH2:23][N:34]4[CH2:39][CH2:38][CH2:37][CH2:36][CH2:35]4)=[CH:21][CH:22]=3)=[CH:13][CH:12]=2)[C@H:7]([NH:6][C:5](=[O:29])[O:4][CH:2]([CH3:3])[CH3:1])[CH2:8][C@@H:9]1[CH3:28])(=[O:27])[CH3:26]. The catalyst class is: 98. (2) Reactant: [CH3:1][Si:2]([CH3:17])([CH3:16])[CH2:3][CH2:4][O:5][C:6](=[O:15])[CH2:7][C@@H:8]([CH3:14])[CH2:9][C:10]([O:12]C)=[O:11].O.[OH-].[Li+].[Cl-].[NH4+].C(OCC)(=O)C. Product: [CH3:17][Si:2]([CH3:1])([CH3:16])[CH2:3][CH2:4][O:5][C:6](=[O:15])[CH2:7][C@@H:8]([CH3:14])[CH2:9][C:10]([OH:12])=[O:11]. The catalyst class is: 252. (3) Reactant: [NH2:1][C:2]1[C:3]([C:12]([NH:14][C@:15]([CH3:24])([C:20]([O:22][CH3:23])=[O:21])[CH2:16][CH:17]([CH3:19])[CH3:18])=[O:13])=[CH:4][C:5]2[C:10]([CH:11]=1)=[CH:9][CH:8]=[CH:7][CH:6]=2.[N:25]([C:28]1[C:33]([CH3:34])=[CH:32][C:31]([CH3:35])=[CH:30][C:29]=1[CH3:36])=[C:26]=[O:27]. Product: [CH3:24][C@@:15]([C:20]([O:22][CH3:23])=[O:21])([CH2:16][CH:17]([CH3:19])[CH3:18])[NH:14][C:12]([C:3]1[C:2]([NH:1][C:26]([NH:25][C:28]2[C:29]([CH3:36])=[CH:30][C:31]([CH3:35])=[CH:32][C:33]=2[CH3:34])=[O:27])=[CH:11][C:10]2[C:5](=[CH:6][CH:7]=[CH:8][CH:9]=2)[CH:4]=1)=[O:13]. The catalyst class is: 17. (4) Reactant: Cl.[CH3:2][N:3]([CH3:19])[C:4]1([C:14]2[S:15][CH:16]=[CH:17][CH:18]=2)[CH2:13][CH2:12][C:7]2(OCC[O:8]2)[CH2:6][CH2:5]1. Product: [CH3:2][N:3]([CH3:19])[C:4]1([C:14]2[S:15][CH:16]=[CH:17][CH:18]=2)[CH2:13][CH2:12][C:7](=[O:8])[CH2:6][CH2:5]1. The catalyst class is: 33. (5) Reactant: Cl[CH:2]([C:8]([CH3:10])=O)[C:3]([O:5][CH2:6][CH3:7])=[O:4].[CH3:11][O:12][C:13]1[CH:14]=[C:15]([CH:19]=[CH:20][CH:21]=1)[C:16]([NH2:18])=[O:17].[Cl-].[NH4+]. Product: [CH3:11][O:12][C:13]1[CH:14]=[C:15]([C:16]2[O:17][C:2]([C:3]([O:5][CH2:6][CH3:7])=[O:4])=[C:8]([CH3:10])[N:18]=2)[CH:19]=[CH:20][CH:21]=1. The catalyst class is: 11. (6) Reactant: [C:1]12([C:11](=[O:20])[CH2:12][S:13]([C:15]3[S:16][CH:17]=[CH:18][CH:19]=3)=[O:14])[CH2:10][CH:5]3[CH2:6][CH:7]([CH2:9][CH:3]([CH2:4]3)[CH2:2]1)[CH2:8]2.C1C=C(Cl)C=C(C(OO)=[O:29])C=1. Product: [C:1]12([C:11](=[O:20])[CH2:12][S:13]([C:15]3[S:16][CH:17]=[CH:18][CH:19]=3)(=[O:29])=[O:14])[CH2:8][CH:7]3[CH2:6][CH:5]([CH2:4][CH:3]([CH2:9]3)[CH2:2]1)[CH2:10]2. The catalyst class is: 2. (7) Reactant: [Cl:1][C:2]1[CH:3]=[C:4]2[C:8](=[CH:9][CH:10]=1)[CH:7]([O:11][C:12]1[CH:17]=[CH:16][C:15]([CH2:18][CH2:19][C:20]([OH:22])=O)=[CH:14][CH:13]=1)[CH2:6][CH2:5]2.[CH3:23][S:24]([NH2:27])(=[O:26])=[O:25].Cl.C(N=C=NCCCN(C)C)C.O. Product: [Cl:1][C:2]1[CH:3]=[C:4]2[C:8](=[CH:9][CH:10]=1)[CH:7]([O:11][C:12]1[CH:17]=[CH:16][C:15]([CH2:18][CH2:19][C:20]([NH:27][S:24]([CH3:23])(=[O:26])=[O:25])=[O:22])=[CH:14][CH:13]=1)[CH2:6][CH2:5]2. The catalyst class is: 4. (8) Reactant: [N+:1]([C:4]1[C:5]([C:9]([OH:11])=[O:10])=[N:6][NH:7][CH:8]=1)([O-:3])=[O:2].[CH3:12]O.S(Cl)(Cl)=O. Product: [CH3:12][O:10][C:9]([C:5]1[C:4]([N+:1]([O-:3])=[O:2])=[CH:8][NH:7][N:6]=1)=[O:11]. The catalyst class is: 16. (9) Reactant: F[C:2]1[N:7]=[C:6]([NH2:8])[CH:5]=[CH:4][CH:3]=1.[C:9]([CH:13]1[CH2:17][CH2:16][NH:15][CH2:14]1)([CH3:12])([CH3:11])[CH3:10].C(N(CC)CC)C. Product: [C:9]([CH:13]1[CH2:17][CH2:16][N:15]([C:2]2[N:7]=[C:6]([NH2:8])[CH:5]=[CH:4][CH:3]=2)[CH2:14]1)([CH3:12])([CH3:11])[CH3:10]. The catalyst class is: 6. (10) Reactant: [C:1]([O:5][C:6]([NH:8][CH2:9][C:10]([OH:12])=O)=[O:7])([CH3:4])([CH3:3])[CH3:2].CN(C(ON1N=[N:28][C:23]2[CH:24]=[CH:25][CH:26]=[CH:27][C:22]1=2)=[N+](C)C)C.F[P-](F)(F)(F)(F)F.C([N:39](CC)CC)C.[O:44]1C2N=CC=C(N)C=2C=[CH:45]1. Product: [O:44]1[C:26]2[C:27](=[N:28][CH:23]=[CH:24][C:25]=2[NH:39][C:10](=[O:12])[CH2:9][NH:8][C:6](=[O:7])[O:5][C:1]([CH3:2])([CH3:3])[CH3:4])[CH:22]=[CH:45]1. The catalyst class is: 10.